Task: Predict which catalyst facilitates the given reaction.. Dataset: Catalyst prediction with 721,799 reactions and 888 catalyst types from USPTO (1) Reactant: [O:1]=[C:2]1[CH:6]=[CH:5][C:4](=[O:7])[N:3]1[CH2:8][CH2:9][CH2:10][CH2:11][CH2:12][C:13]([NH:15][C@H:16]([C:20]([NH:22][C@H:23]([C:31]([NH:33][C:34]1[CH:39]=[CH:38][C:37]([CH2:40][O:41][C:42]([N:44]2[CH2:49][CH2:48][N:47](C(OC(C)(C)C)=O)[CH2:46][CH2:45]2)=[O:43])=[CH:36][CH:35]=1)=[O:32])[CH2:24][CH2:25][CH2:26][NH:27][C:28](=[O:30])[NH2:29])=[O:21])[CH:17]([CH3:19])[CH3:18])=[O:14].FC(F)(F)C(O)=O.C(OCC)C. Product: [O:1]=[C:2]1[CH:6]=[CH:5][C:4](=[O:7])[N:3]1[CH2:8][CH2:9][CH2:10][CH2:11][CH2:12][C:13]([NH:15][C@H:16]([C:20]([NH:22][C@H:23]([C:31]([NH:33][C:34]1[CH:35]=[CH:36][C:37]([CH2:40][O:41][C:42]([N:44]2[CH2:45][CH2:46][NH:47][CH2:48][CH2:49]2)=[O:43])=[CH:38][CH:39]=1)=[O:32])[CH2:24][CH2:25][CH2:26][NH:27][C:28](=[O:30])[NH2:29])=[O:21])[CH:17]([CH3:19])[CH3:18])=[O:14]. The catalyst class is: 4. (2) Reactant: [Br:1]N1C(=O)CCC1=O.[NH2:9][C:10]1[CH:15]=[C:14]([C:16]([F:19])([F:18])[F:17])[CH:13]=[CH:12][N:11]=1. Product: [Br:1][C:13]1[C:14]([C:16]([F:17])([F:19])[F:18])=[CH:15][C:10]([NH2:9])=[N:11][CH:12]=1. The catalyst class is: 7.